Predict the reaction yield, written as a fraction of the theoretical maximum amount of product (1.0 means a 100% yield; for example, 0.34 means a 34% yield). From a dataset of Reaction yield outcomes from USPTO patents with 853,638 reactions. The product is [N+:12]([C:15]1[CH:20]=[C:19]([C:21]([F:22])([F:23])[F:24])[CH:18]=[CH:17][C:16]=1[S:25]([NH:1][C:2]1[CH:3]=[CH:4][CH:5]=[C:6]2[C:11]=1[N:10]=[CH:9][CH:8]=[CH:7]2)(=[O:27])=[O:26])([O-:14])=[O:13]. No catalyst specified. The yield is 0.990. The reactants are [NH2:1][C:2]1[CH:3]=[CH:4][CH:5]=[C:6]2[C:11]=1[N:10]=[CH:9][CH:8]=[CH:7]2.[N+:12]([C:15]1[CH:20]=[C:19]([C:21]([F:24])([F:23])[F:22])[CH:18]=[CH:17][C:16]=1[S:25](Cl)(=[O:27])=[O:26])([O-:14])=[O:13].